Dataset: Full USPTO retrosynthesis dataset with 1.9M reactions from patents (1976-2016). Task: Predict the reactants needed to synthesize the given product. (1) Given the product [ClH:32].[CH2:19]([O:26][C:27]1[CH:28]=[CH:29][C:30]([CH2:31][S:18][C:9]2[NH:8][C@H:7]([C:1]3[CH:2]=[CH:3][CH:4]=[CH:5][CH:6]=3)[C@H:11]([C:12]3[CH:13]=[CH:14][CH:15]=[CH:16][CH:17]=3)[N:10]=2)=[CH:33][CH:34]=1)[C:20]1[CH:21]=[CH:22][CH:23]=[CH:24][CH:25]=1, predict the reactants needed to synthesize it. The reactants are: [C:1]1([C@H:7]2[C@@H:11]([C:12]3[CH:17]=[CH:16][CH:15]=[CH:14][CH:13]=3)[NH:10][C:9](=[S:18])[NH:8]2)[CH:6]=[CH:5][CH:4]=[CH:3][CH:2]=1.[CH2:19]([O:26][C:27]1[CH:34]=[CH:33][C:30]([CH2:31][Cl:32])=[CH:29][CH:28]=1)[C:20]1[CH:25]=[CH:24][CH:23]=[CH:22][CH:21]=1. (2) Given the product [C:22]12([CH2:32][C:33]([NH:1][N:2]3[N:11]=[C:10]([C:12]4[CH:13]=[CH:14][C:15]([O:18][CH3:19])=[CH:16][CH:17]=4)[C:9]4[C:4](=[CH:5][C:6]([Br:20])=[CH:7][CH:8]=4)[C:3]3=[O:21])=[O:34])[CH2:29][CH:28]3[CH2:27][CH:26]([CH2:25][CH:24]([CH2:30]3)[CH2:23]1)[CH2:31]2, predict the reactants needed to synthesize it. The reactants are: [NH2:1][N:2]1[N:11]=[C:10]([C:12]2[CH:17]=[CH:16][C:15]([O:18][CH3:19])=[CH:14][CH:13]=2)[C:9]2[C:4](=[CH:5][C:6]([Br:20])=[CH:7][CH:8]=2)[C:3]1=[O:21].[C:22]12([CH2:32][C:33](Cl)=[O:34])[CH2:31][CH:26]3[CH2:27][CH:28]([CH2:30][CH:24]([CH2:25]3)[CH2:23]1)[CH2:29]2. (3) Given the product [NH2:1][C:2]1[C:7]([CH:8]=[O:9])=[CH:6][N:5]=[C:4]([N:10]2[CH2:11][CH2:12][O:13][CH2:14][CH2:15]2)[N:3]=1, predict the reactants needed to synthesize it. The reactants are: [NH2:1][C:2]1[C:7]([CH2:8][OH:9])=[CH:6][N:5]=[C:4]([N:10]2[CH2:15][CH2:14][O:13][CH2:12][CH2:11]2)[N:3]=1. (4) Given the product [N:24]1([C:20]2[N:19]=[C:18]([C:14]3[CH:13]=[C:12]([NH:11][C:9]([NH:8][C:5]4[CH:6]=[CH:7][CH:2]=[CH:3][C:4]=4[C:30]([F:39])([F:38])[F:29])=[O:10])[CH:17]=[CH:16][CH:15]=3)[CH:23]=[CH:22][CH:21]=2)[CH2:28][CH2:27][CH2:26][CH2:25]1, predict the reactants needed to synthesize it. The reactants are: Cl[C:2]1[CH:7]=[CH:6][C:5]([NH:8][C:9]([NH:11][C:12]2[CH:17]=[CH:16][CH:15]=[C:14]([C:18]3[CH:23]=[CH:22][CH:21]=[C:20]([N:24]4[CH2:28][CH2:27][CH2:26][CH2:25]4)[N:19]=3)[CH:13]=2)=[O:10])=[CH:4][CH:3]=1.[F:29][C:30]([F:39])([F:38])C1C=C(C=CC=1)N.CCN(C(C)C)C(C)C. (5) Given the product [CH2:12]([N:14]([CH2:15][CH3:16])[C:5](=[O:7])[C:4]1[CH:8]=[CH:9][CH:10]=[CH:11][C:3]=1[O:2][CH3:1])[CH3:13], predict the reactants needed to synthesize it. The reactants are: [CH3:1][O:2][C:3]1[CH:11]=[CH:10][CH:9]=[CH:8][C:4]=1[C:5]([OH:7])=O.[CH2:12]([NH:14][CH2:15][CH3:16])[CH3:13]. (6) Given the product [C:35]([CH2:6][C@H:7]1[CH2:18][CH2:17][C:16]2[S:15][C:14]3[N:13]=[CH:12][N:11]=[C:10]([O:19][CH:20]4[CH2:25][CH2:24][C:23]([NH:27][C:28](=[O:34])[O:29][C:30]([CH3:31])([CH3:33])[CH3:32])([CH3:26])[CH2:22][CH2:21]4)[C:9]=3[C:8]1=2)#[N:36], predict the reactants needed to synthesize it. The reactants are: CS(O[CH2:6][C@H:7]1[CH2:18][CH2:17][C:16]2[S:15][C:14]3[N:13]=[CH:12][N:11]=[C:10]([O:19][CH:20]4[CH2:25][CH2:24][C:23]([NH:27][C:28](=[O:34])[O:29][C:30]([CH3:33])([CH3:32])[CH3:31])([CH3:26])[CH2:22][CH2:21]4)[C:9]=3[C:8]1=2)(=O)=O.[C-:35]#[N:36].[Na+]. (7) Given the product [C:20]([O:19][C@@H:12]1[C@@:11]([CH2:10][OH:38])([CH2:28][O:29][C:30](=[O:37])[C:31]2[CH:36]=[CH:35][CH:34]=[CH:33][CH:32]=2)[O:17][C@@H:14]([O:15][CH3:16])[C@H:13]1[F:18])(=[O:27])[C:21]1[CH:22]=[CH:23][CH:24]=[CH:25][CH:26]=1, predict the reactants needed to synthesize it. The reactants are: C([CH:10]([O:38]C(C1C=CC=CC=1)C1C=CC=CC=1)[C@:11]1([CH2:28][O:29][C:30](=[O:37])[C:31]2[CH:36]=[CH:35][CH:34]=[CH:33][CH:32]=2)[O:17][C@@H:14]([O:15][CH3:16])[C@@H:13]([F:18])[C@@H:12]1[O:19][C:20](=[O:27])[C:21]1[CH:26]=[CH:25][CH:24]=[CH:23][CH:22]=1)C1C=CC(OC)=CC=1.